This data is from Catalyst prediction with 721,799 reactions and 888 catalyst types from USPTO. The task is: Predict which catalyst facilitates the given reaction. (1) Reactant: [K].Br[CH2:3][C:4]([NH:6][C:7]1[CH:12]=[CH:11][C:10]([C:13]([C:21]2[CH:26]=[CH:25][C:24]([Cl:27])=[CH:23][CH:22]=2)([OH:20])[C:14]2[N:18]([CH3:19])[CH:17]=[N:16][CH:15]=2)=[CH:9][C:8]=1[CH:28]([C:30]1[CH:35]=[CH:34][CH:33]=[C:32]([Cl:36])[CH:31]=1)[OH:29])=[O:5]. Product: [Cl:36][C:32]1[CH:31]=[C:30]([CH:28]2[C:8]3[CH:9]=[C:10]([C:13]([C:21]4[CH:26]=[CH:25][C:24]([Cl:27])=[CH:23][CH:22]=4)([OH:20])[C:14]4[N:18]([CH3:19])[CH:17]=[N:16][CH:15]=4)[CH:11]=[CH:12][C:7]=3[NH:6][C:4](=[O:5])[CH2:3][O:29]2)[CH:35]=[CH:34][CH:33]=1. The catalyst class is: 41. (2) Reactant: [Br:1][C:2]1[CH:9]=[C:8]([Br:10])[C:7]([OH:11])=[CH:6][C:3]=1[CH:4]=[O:5].F[C:13]1[CH:18]=[CH:17][C:16]([N+:19]([O-:21])=[O:20])=[CH:15][C:14]=1[F:22].C(=O)([O-])[O-].[K+].[K+]. Product: [Br:1][C:2]1[CH:9]=[C:8]([Br:10])[C:7]([O:11][C:13]2[CH:18]=[CH:17][C:16]([N+:19]([O-:21])=[O:20])=[CH:15][C:14]=2[F:22])=[CH:6][C:3]=1[CH:4]=[O:5]. The catalyst class is: 3. (3) Reactant: C([O:3][C:4]([CH:6]1[CH2:11][CH2:10][N:9]([CH2:12][C:13]2[CH:18]=[CH:17][CH:16]=[C:15]([NH:19][C:20]([O:22][C:23]([CH3:26])([CH3:25])[CH3:24])=[O:21])[CH:14]=2)[CH2:8][CH2:7]1)=[O:5])C.Cl. Product: [C:23]([O:22][C:20]([NH:19][C:15]1[CH:14]=[C:13]([CH:18]=[CH:17][CH:16]=1)[CH2:12][N:9]1[CH2:10][CH2:11][CH:6]([C:4]([OH:5])=[O:3])[CH2:7][CH2:8]1)=[O:21])([CH3:26])([CH3:24])[CH3:25]. The catalyst class is: 72.